Dataset: Aqueous solubility values for 9,982 compounds from the AqSolDB database. Task: Regression/Classification. Given a drug SMILES string, predict its absorption, distribution, metabolism, or excretion properties. Task type varies by dataset: regression for continuous measurements (e.g., permeability, clearance, half-life) or binary classification for categorical outcomes (e.g., BBB penetration, CYP inhibition). For this dataset (solubility_aqsoldb), we predict Y. (1) The molecule is CCCCCC1(CCO)C(=O)NC(=S)NC1=O. The Y is -2.38 log mol/L. (2) The molecule is O=P([O-])(O)O.[K+]. The Y is 0.184 log mol/L. (3) The drug is [Cs+].[OH-]. The Y is 0.824 log mol/L. (4) The molecule is CC12CC(=O)C3C(CCC4=CC(=O)CCC43C)C1CCC2=O. The Y is -3.48 log mol/L. (5) The molecule is COP(=S)(OC)Oc1ccc([N+](=O)[O-])c(Cl)c1. The Y is -3.87 log mol/L. (6) The compound is Cc1cc(O)c(C(C)(C)C)cc1Sc1cc(C(C)(C)C)c(O)cc1C. The Y is -7.11 log mol/L. (7) The Y is -7.62 log mol/L. The compound is [Al+3].[Al+3].[O-2].[O-2].[O-2].[O-2].[O-2].[Zn+2].[Zn+2]. (8) The compound is CCCCC(CC)COC(C)=O. The Y is -4.65 log mol/L. (9) The drug is O=Cc1ccccc1O. The Y is -0.860 log mol/L. (10) The molecule is COC(=O)c1ccc(O)c(I)c1. The Y is -3.31 log mol/L.